From a dataset of NCI-60 drug combinations with 297,098 pairs across 59 cell lines. Regression. Given two drug SMILES strings and cell line genomic features, predict the synergy score measuring deviation from expected non-interaction effect. (1) Synergy scores: CSS=27.7, Synergy_ZIP=1.25, Synergy_Bliss=0.825, Synergy_Loewe=-12.8, Synergy_HSA=1.34. Drug 1: C1CN1C2=NC(=NC(=N2)N3CC3)N4CC4. Cell line: CAKI-1. Drug 2: COC1=C2C(=CC3=C1OC=C3)C=CC(=O)O2. (2) Drug 1: CC1C(C(CC(O1)OC2CC(CC3=C2C(=C4C(=C3O)C(=O)C5=C(C4=O)C(=CC=C5)OC)O)(C(=O)C)O)N)O.Cl. Drug 2: CC1CCCC2(C(O2)CC(NC(=O)CC(C(C(=O)C(C1O)C)(C)C)O)C(=CC3=CSC(=N3)C)C)C. Cell line: ACHN. Synergy scores: CSS=7.21, Synergy_ZIP=4.76, Synergy_Bliss=5.75, Synergy_Loewe=3.95, Synergy_HSA=4.21. (3) Drug 1: CCC1=CC2CC(C3=C(CN(C2)C1)C4=CC=CC=C4N3)(C5=C(C=C6C(=C5)C78CCN9C7C(C=CC9)(C(C(C8N6C)(C(=O)OC)O)OC(=O)C)CC)OC)C(=O)OC.C(C(C(=O)O)O)(C(=O)O)O. Drug 2: C1=NC2=C(N1)C(=S)N=CN2. Cell line: MALME-3M. Synergy scores: CSS=35.9, Synergy_ZIP=-7.98, Synergy_Bliss=-9.33, Synergy_Loewe=-7.10, Synergy_HSA=-5.39. (4) Drug 1: CCN(CC)CCNC(=O)C1=C(NC(=C1C)C=C2C3=C(C=CC(=C3)F)NC2=O)C. Drug 2: C1CC(CNC1)C2=CC=C(C=C2)N3C=C4C=CC=C(C4=N3)C(=O)N. Cell line: OVCAR3. Synergy scores: CSS=16.8, Synergy_ZIP=0.587, Synergy_Bliss=4.71, Synergy_Loewe=5.79, Synergy_HSA=6.42. (5) Drug 1: CC1CCC2CC(C(=CC=CC=CC(CC(C(=O)C(C(C(=CC(C(=O)CC(OC(=O)C3CCCCN3C(=O)C(=O)C1(O2)O)C(C)CC4CCC(C(C4)OC)O)C)C)O)OC)C)C)C)OC. Drug 2: CCN(CC)CCNC(=O)C1=C(NC(=C1C)C=C2C3=C(C=CC(=C3)F)NC2=O)C. Cell line: OVCAR-4. Synergy scores: CSS=2.40, Synergy_ZIP=0.165, Synergy_Bliss=3.23, Synergy_Loewe=-0.957, Synergy_HSA=1.21.